This data is from Full USPTO retrosynthesis dataset with 1.9M reactions from patents (1976-2016). The task is: Predict the reactants needed to synthesize the given product. (1) Given the product [NH2:69][C:66]1[N:65]=[CH:64][C:63]([C:44]2[N:43]=[C:42]3[C:47]([N:48]=[C:49]([N:50]4[CH2:55][CH2:54][N:53]([C:1](=[O:6])[C@@H:2]([OH:3])[CH3:4])[C@H:52]([CH3:56])[CH2:51]4)[N:41]3[CH2:37][CH:38]([CH3:39])[CH3:40])=[C:46]([N:57]3[CH2:62][CH2:61][O:60][CH2:59][CH2:58]3)[N:45]=2)=[CH:68][N:67]=1, predict the reactants needed to synthesize it. The reactants are: [C:1]([OH:6])(=O)[C@H:2]([CH3:4])[OH:3].O.ON1C2C=CC=CC=2N=N1.Cl.C(N=C=NCCCN(C)C)C.C(N(CC)CC)C.[CH2:37]([N:41]1[C:49]([N:50]2[CH2:55][CH2:54][NH:53][C@H:52]([CH3:56])[CH2:51]2)=[N:48][C:47]2[C:42]1=[N:43][C:44]([C:63]1[CH:64]=[N:65][C:66]([NH2:69])=[N:67][CH:68]=1)=[N:45][C:46]=2[N:57]1[CH2:62][CH2:61][O:60][CH2:59][CH2:58]1)[CH:38]([CH3:40])[CH3:39]. (2) Given the product [NH:46]1[CH2:50][CH2:49][CH2:48][CH:47]1[C:51]1[NH:55][C:54]([C:15]2[S:14][C:13]3[CH:30]=[C:8]4[CH:7]=[C:6]([C:54]5[NH:55][C:51]([CH:47]6[CH2:48][CH2:49][CH2:50][NH:46]6)=[N:52][CH:53]=5)[S:10][C:9]4=[CH:11][C:12]=3[CH:16]=2)=[CH:53][N:52]=1, predict the reactants needed to synthesize it. The reactants are: C([Sn](CCCC)(CCCC)[C:6]1[S:10][C:9]2=[CH:11][C:12]3[CH:16]=[C:15]([Sn](CCCC)(CCCC)CCCC)[S:14][C:13]=3[CH:30]=[C:8]2[CH:7]=1)CCC.C(OC([N:46]1[CH2:50][CH2:49][CH2:48][CH:47]1[C:51]1[N:52](COCC[Si](C)(C)C)[CH:53]=[C:54](Br)[N:55]=1)=O)(C)(C)C. (3) Given the product [CH2:28]([O:30][C:31](=[O:34])[CH2:32][O:15][C:12]1[CH:11]=[CH:10][CH:9]=[C:8]2[C:13]=1[CH:14]=[C:6]([C:1]1[CH2:5][CH2:4][CH2:3][CH:2]=1)[NH:7]2)[CH3:29], predict the reactants needed to synthesize it. The reactants are: [C:1]1([C:6]2[NH:7][C:8]3[C:13]([CH:14]=2)=[C:12]([O:15][Si](C(C)C)(C(C)C)C(C)C)[CH:11]=[CH:10][CH:9]=3)[CH2:5][CH2:4][CH2:3][CH:2]=1.[F-].[Cs+].[CH2:28]([O:30][C:31](=[O:34])[CH2:32]Br)[CH3:29]. (4) Given the product [F:1][C:2]1[CH:7]=[C:6]([F:8])[CH:5]=[CH:4][C:3]=1[C:9]1[C:10]2[N:11]([N:16]=[C:17]([NH:19][C:21]3[CH:26]=[CH:25][C:24]([N:27]4[CH:31]=[C:30]([CH3:32])[N:29]=[CH:28]4)=[C:23]([O:33][CH3:34])[CH:22]=3)[N:18]=2)[CH:12]=[C:13]([CH3:15])[CH:14]=1, predict the reactants needed to synthesize it. The reactants are: [F:1][C:2]1[CH:7]=[C:6]([F:8])[CH:5]=[CH:4][C:3]=1[C:9]1[C:10]2[N:11]([N:16]=[C:17]([NH2:19])[N:18]=2)[CH:12]=[C:13]([CH3:15])[CH:14]=1.Br[C:21]1[CH:26]=[CH:25][C:24]([N:27]2[CH:31]=[C:30]([CH3:32])[N:29]=[CH:28]2)=[C:23]([O:33][CH3:34])[CH:22]=1.C(Cl)Cl. (5) Given the product [CH3:42][O:43][C:44]([CH:45]1[CH:46]([O:61][C:62](=[O:64])[CH3:63])[CH:47]([O:57][C:58](=[O:60])[CH3:59])[CH:48]([O:53][C:54](=[O:56])[CH3:55])[CH:49]([O:1][CH2:2][C:3]([CH3:4])([C:6]2[O:10][N:9]=[C:8]([NH:11][C:12]([NH:14][C:15]3[CH:20]=[CH:19][C:18]([C:21]4[N:22]=[C:23]5[N:27]([CH:28]=4)[C:26]4[CH:29]=[CH:30][C:31]([O:33][CH2:34][CH2:35][N:36]6[CH2:41][CH2:40][O:39][CH2:38][CH2:37]6)=[CH:32][C:25]=4[S:24]5)=[CH:17][CH:16]=3)=[O:13])[CH:7]=2)[CH3:5])[O:51]1)=[O:65], predict the reactants needed to synthesize it. The reactants are: [OH:1][CH2:2][C:3]([C:6]1[O:10][N:9]=[C:8]([NH:11][C:12]([NH:14][C:15]2[CH:20]=[CH:19][C:18]([C:21]3[N:22]=[C:23]4[N:27]([CH:28]=3)[C:26]3[CH:29]=[CH:30][C:31]([O:33][CH2:34][CH2:35][N:36]5[CH2:41][CH2:40][O:39][CH2:38][CH2:37]5)=[CH:32][C:25]=3[S:24]4)=[CH:17][CH:16]=2)=[O:13])[CH:7]=1)([CH3:5])[CH3:4].[CH3:42][O:43][C:44](=[O:65])[C@H:45]1[O:51][C@:49](Br)(O)[C@H:48]([O:53][C:54](=[O:56])[CH3:55])[C@@H:47]([O:57][C:58](=[O:60])[CH3:59])[C@@H:46]1[O:61][C:62](=[O:64])[CH3:63].